From a dataset of Catalyst prediction with 721,799 reactions and 888 catalyst types from USPTO. Predict which catalyst facilitates the given reaction. Reactant: [C@@H:1]1([N:9]2[C:13]3=[N:14][CH:15]=[N:16][C:17]([O:18][CH3:19])=[C:12]3[C:11]([I:20])=[N:10]2)[O:6][C@H:5]([CH2:7][OH:8])[C@@H:3]([OH:4])[CH2:2]1.[C:21]([Si:25]([C:33]1[CH:38]=[CH:37][CH:36]=[CH:35][CH:34]=1)([C:27]1[CH:32]=[CH:31][CH:30]=[CH:29][CH:28]=1)Cl)([CH3:24])([CH3:23])[CH3:22]. Product: [Si:25]([CH:7]([OH:8])[C@H:5]1[O:6][C@@H:1]([N:9]2[C:13]3=[N:14][CH:15]=[N:16][C:17]([O:18][CH3:19])=[C:12]3[C:11]([I:20])=[N:10]2)[CH2:2][C@@H:3]1[OH:4])([C:21]([CH3:24])([CH3:23])[CH3:22])([C:33]1[CH:34]=[CH:35][CH:36]=[CH:37][CH:38]=1)[C:27]1[CH:32]=[CH:31][CH:30]=[CH:29][CH:28]=1. The catalyst class is: 17.